From a dataset of Reaction yield outcomes from USPTO patents with 853,638 reactions. Predict the reaction yield, written as a fraction of the theoretical maximum amount of product (1.0 means a 100% yield; for example, 0.34 means a 34% yield). (1) The reactants are [OH:1][C:2]1[CH:11]=[CH:10][CH:9]=[C:8]2[C:3]=1[C:4]([C:13]([F:16])([F:15])[F:14])=[CH:5][C:6](=[O:12])[NH:7]2.C(NC(C)C)(C)C.[Br:24]N1C(=O)CCC1=O.Cl. The catalyst is CCOC(C)=O. The product is [Br:24][C:11]1[C:2]([OH:1])=[C:3]2[C:8](=[CH:9][CH:10]=1)[NH:7][C:6](=[O:12])[CH:5]=[C:4]2[C:13]([F:16])([F:14])[F:15]. The yield is 0.770. (2) The reactants are Br[C:2]1[CH:7]=[C:6]([F:8])[C:5]([Br:9])=[CH:4][C:3]=1[F:10].C([Li])CCC.CN([CH:19]=[O:20])C. The catalyst is C(OCC)C. The product is [Br:9][C:5]1[C:6]([F:8])=[CH:7][C:2]([CH:19]=[O:20])=[C:3]([F:10])[CH:4]=1. The yield is 0.860. (3) The reactants are [OH-].[K+].[Br:3][C:4]1[CH:5]=[C:6]([OH:10])[CH:7]=[CH:8][CH:9]=1.[NH2:11]OS(O)(=O)=O.C(Cl)[Cl:18]. The catalyst is C1(C)C=CC=CC=1.CC(O)C.O.[OH-].[Na+]. The product is [ClH:18].[Br:3][C:4]1[CH:5]=[C:6]([O:10][NH2:11])[CH:7]=[CH:8][CH:9]=1. The yield is 0.310. (4) The reactants are Br[C:2]1[CH:14]=[CH:13][C:5]([O:6][C:7]2[CH:12]=[CH:11][CH:10]=[CH:9][N:8]=2)=[CH:4][CH:3]=1.[B:15]1([B:15]2[O:19][C:18]([CH3:21])([CH3:20])[C:17]([CH3:23])([CH3:22])[O:16]2)[O:19][C:18]([CH3:21])([CH3:20])[C:17]([CH3:23])([CH3:22])[O:16]1.FC1C(C)=C(C=CC=1B1OC(C)(C)C(C)(C)O1)OC1CCCCO1. No catalyst specified. The yield is 1.00. The product is [CH3:22][C:17]1([CH3:23])[C:18]([CH3:21])([CH3:20])[O:19][B:15]([C:2]2[CH:14]=[CH:13][C:5]([O:6][C:7]3[CH:12]=[CH:11][CH:10]=[CH:9][N:8]=3)=[CH:4][CH:3]=2)[O:16]1. (5) The reactants are [CH3:1][C:2]1([CH3:12])[O:6][C:5](=[CH:7][C:8](Cl)=[O:9])[C:4](=[O:11])[O:3]1.[Cl:13][C:14]1[CH:23]=[CH:22][C:17]([CH2:18][NH:19][O:20][CH3:21])=[CH:16][CH:15]=1. No catalyst specified. The product is [Cl:13][C:14]1[CH:15]=[CH:16][C:17]([CH2:18][N:19]([O:20][CH3:21])[C:8](=[O:9])[CH:7]=[C:5]2[C:4](=[O:11])[O:3][C:2]([CH3:12])([CH3:1])[O:6]2)=[CH:22][CH:23]=1. The yield is 0.950.